This data is from Reaction yield outcomes from USPTO patents with 853,638 reactions. The task is: Predict the reaction yield, written as a fraction of the theoretical maximum amount of product (1.0 means a 100% yield; for example, 0.34 means a 34% yield). (1) The reactants are [N:1]1[CH:6]=[CH:5][C:4]([CH2:7][C:8]2[CH:14]=[CH:13][C:11]([NH2:12])=[CH:10][CH:9]=2)=[CH:3][CH:2]=1.NC1C=CC=CC=1.[NH2:22][C:23]1[CH:28]=[C:27]([Cl:29])[C:26]([N+:30]([O-:32])=[O:31])=[CH:25][C:24]=1[OH:33].C[CH2:35][O:36]C(C)=O. The catalyst is C(Cl)Cl. The product is [Cl:29][C:27]1[C:26]([N+:30]([O-:32])=[O:31])=[CH:25][C:24]([OH:33])=[C:23]([NH:22][C:35]([NH:12][C:11]2[CH:10]=[CH:9][C:8]([CH2:7][C:4]3[CH:5]=[CH:6][N:1]=[CH:2][CH:3]=3)=[CH:14][CH:13]=2)=[O:36])[CH:28]=1. The yield is 0.640. (2) The reactants are [F:1][C:2]1[C:3]([O:47]C)=[CH:4][C:5]([CH2:42][C:43]([F:46])([F:45])[F:44])=[C:6]([C:8]2[N:13]=[C:12]3[NH:14][N:15]=[C:16]([C:17]4[NH:18][C:19]5[CH2:24][CH2:23][NH:22][CH2:21][C:20]=5[N:25]=4)[C:11]3=[C:10]([NH:26][CH2:27][C:28]3[CH:33]=[C:32]([O:34]C)[CH:31]=[CH:30][C:29]=3[N:36]([CH3:41])[S:37]([CH3:40])(=[O:39])=[O:38])[N:9]=2)[CH:7]=1.B(Br)(Br)Br.[CH3:53][NH:54][CH3:55].Br[CH2:57][CH2:58][N:59]=[C:60]=[O:61]. The catalyst is C(Cl)Cl.C1COCC1. The product is [CH3:53][N:54]([CH3:55])[CH2:57][CH2:58][NH:59][C:60]([N:22]1[CH2:23][CH2:24][C:19]2[NH:18][C:17]([C:16]3[C:11]4[C:12](=[N:13][C:8]([C:6]5[CH:7]=[C:2]([F:1])[C:3]([OH:47])=[CH:4][C:5]=5[CH2:42][C:43]([F:44])([F:46])[F:45])=[N:9][C:10]=4[NH:26][CH2:27][C:28]4[CH:33]=[C:32]([OH:34])[CH:31]=[CH:30][C:29]=4[N:36]([CH3:41])[S:37]([CH3:40])(=[O:38])=[O:39])[NH:14][N:15]=3)=[N:25][C:20]=2[CH2:21]1)=[O:61]. The yield is 0.210.